This data is from Drug-target binding data from BindingDB using IC50 measurements. The task is: Regression. Given a target protein amino acid sequence and a drug SMILES string, predict the binding affinity score between them. We predict pIC50 (pIC50 = -log10(IC50 in M); higher means more potent). Dataset: bindingdb_ic50. The compound is CNCc1ccc2ccc(Cl)c(C3=C(c4cn(C)c5ccccc45)C(=O)NC3=O)c2c1. The target protein (Q02156) has sequence MVVFNGLLKIKICEAVSLKPTAWSLRHAVGPRPQTFLLDPYIALNVDDSRIGQTATKQKTNSPAWHDEFVTDVCNGRKIELAVFHDAPIGYDDFVANCTIQFEELLQNGSRHFEDWIDLEPEGRVYVIIDLSGSSGEAPKDNEERVFRERMRPRKRQGAVRRRVHQVNGHKFMATYLRQPTYCSHCRDFIWGVIGKQGYQCQVCTCVVHKRCHELIITKCAGLKKQETPDQVGSQRFSVNMPHKFGIHNYKVPTFCDHCGSLLWGLLRQGLQCKVCKMNVHRRCETNVAPNCGVDARGIAKVLADLGVTPDKITNSGQRRKKLIAGAESPQPASGSSPSEEDRSKSAPTSPCDQEIKELENNIRKALSFDNRGEEHRAASSPDGQLMSPGENGEVRQGQAKRLGLDEFNFIKVLGKGSFGKVMLAELKGKDEVYAVKVLKKDVILQDDDVDCTMTEKRILALARKHPYLTQLYCCFQTKDRLFFVMEYVNGGDLMFQIQR.... The pIC50 is 7.5.